This data is from Forward reaction prediction with 1.9M reactions from USPTO patents (1976-2016). The task is: Predict the product of the given reaction. (1) The product is: [C:1]([O:5][C:6](=[O:7])[CH:8]=[CH:36][C:35]1[CH:38]=[CH:39][C:40]([O:41][C:42]([F:45])([F:43])[F:44])=[C:33]([C:29]2[C:30]([CH3:32])=[CH:31][C:26]3[C:25]([CH3:46])([CH3:47])[O:24][C:23](=[O:48])[N:22]([CH2:20][CH3:21])[C:27]=3[CH:28]=2)[CH:34]=1)([CH3:2])([CH3:3])[CH3:4]. Given the reactants [C:1]([O:5][C:6]([CH2:8]P(=O)(OC)OC)=[O:7])([CH3:4])([CH3:3])[CH3:2].C([Li])CCC.[CH2:20]([N:22]1[C:27]2[CH:28]=[C:29]([C:33]3[CH:34]=[C:35]([CH:38]=[CH:39][C:40]=3[O:41][C:42]([F:45])([F:44])[F:43])[CH:36]=O)[C:30]([CH3:32])=[CH:31][C:26]=2[C:25]([CH3:47])([CH3:46])[O:24][C:23]1=[O:48])[CH3:21], predict the reaction product. (2) Given the reactants [CH3:1][C@@:2]12[CH2:10][N:9]([C:11](=[O:32])[CH2:12][N:13]3[CH2:18][CH2:17][CH2:16][C:15]([C:25]4[CH:30]=[CH:29][CH:28]=[CH:27][CH:26]=4)([C:19]4[CH:24]=[CH:23][CH:22]=[CH:21][CH:20]=4)[C:14]3=[O:31])[CH2:8][C@@H:7]1[CH2:6][CH2:5][CH2:4][N:3]2C(OC(C)(C)C)=O.FC(F)(F)C(O)=O, predict the reaction product. The product is: [CH3:1][C@@:2]12[CH2:10][N:9]([C:11](=[O:32])[CH2:12][N:13]3[CH2:18][CH2:17][CH2:16][C:15]([C:25]4[CH:26]=[CH:27][CH:28]=[CH:29][CH:30]=4)([C:19]4[CH:20]=[CH:21][CH:22]=[CH:23][CH:24]=4)[C:14]3=[O:31])[CH2:8][C@@H:7]1[CH2:6][CH2:5][CH2:4][NH:3]2. (3) Given the reactants [Cl:1][C:2]1[CH:7]=[CH:6][C:5]([C:8]2[N:12]([C:13]3[CH:18]=[CH:17][CH:16]=[CH:15][C:14]=3[Cl:19])[N:11]=[C:10]([C:20]([OH:22])=[O:21])[C:9]=2CC#N)=[CH:4][CH:3]=1.[OH-:26].[Na+].[CH2:28]([OH:30])[CH3:29], predict the reaction product. The product is: [C:28]([CH2:29][C:9]1[C:10]([C:20]([OH:22])=[O:21])=[N:11][N:12]([C:13]2[CH:18]=[CH:17][CH:16]=[CH:15][C:14]=2[Cl:19])[C:8]=1[C:5]1[CH:6]=[CH:7][C:2]([Cl:1])=[CH:3][CH:4]=1)([OH:26])=[O:30]. (4) Given the reactants Br[C:2]1[N:7]=[C:6]([C:8]2[CH:9]=[CH:10][C:11]3[CH2:18][N:17]([C:19](=[O:21])[CH3:20])[C:16]4[CH:22]=[CH:23][CH:24]=[CH:25][C:15]=4[CH2:14][CH2:13][C:12]=3[CH:26]=2)[CH:5]=[CH:4][CH:3]=1.C1C=CC(P(C2C(C3C(P(C4C=CC=CC=4)C4C=CC=CC=4)=CC=C4C=3C=CC=C4)=C3C(C=CC=C3)=CC=2)C2C=CC=CC=2)=CC=1.C(O[Na])(C)(C)C.[NH2:79][CH2:80][CH2:81][N:82]1[CH2:86][CH2:85][CH2:84][CH2:83]1, predict the reaction product. The product is: [C:19]([N:17]1[CH2:18][C:11]2[CH:10]=[CH:9][C:8]([C:6]3[CH:5]=[CH:4][CH:3]=[C:2]([NH:79][CH2:80][CH2:81][N:82]4[CH2:86][CH2:85][CH2:84][CH2:83]4)[N:7]=3)=[CH:26][C:12]=2[CH2:13][CH2:14][C:15]2[CH:25]=[CH:24][CH:23]=[CH:22][C:16]1=2)(=[O:21])[CH3:20]. (5) Given the reactants [CH3:1][O:2][CH2:3][CH2:4][O:5][C:6]1[CH:7]=[C:8]2[C:13](=[CH:14][CH:15]=1)[C:12](O)=[N:11][CH:10]=[CH:9]2.P(Cl)(Cl)[Cl:18], predict the reaction product. The product is: [Cl:18][C:12]1[C:13]2[C:8](=[CH:7][C:6]([O:5][CH2:4][CH2:3][O:2][CH3:1])=[CH:15][CH:14]=2)[CH:9]=[CH:10][N:11]=1.